This data is from Reaction yield outcomes from USPTO patents with 853,638 reactions. The task is: Predict the reaction yield, written as a fraction of the theoretical maximum amount of product (1.0 means a 100% yield; for example, 0.34 means a 34% yield). (1) The reactants are [Br:1][C:2]1[CH:3]=[CH:4][C:5]([C:8]2[N:12]=[CH:11][NH:10][N:9]=2)=[N:6][CH:7]=1.Br[C:14]1[CH:15]=[CH:16][C:17]([C:20](/N=C/N(C)C)=[O:21])=NC=1.NN. No catalyst specified. The product is [Br:1][C:2]1[CH:3]=[CH:4][C:5]([C:8]2[N:12]=[CH:11][N:10]([CH:14]3[CH2:15][CH2:16][CH2:17][CH2:20][O:21]3)[N:9]=2)=[N:6][CH:7]=1. The yield is 0.830. (2) The reactants are [F:1][C:2]1[CH:7]=[C:6]([N:8]2[CH2:12][C@H:11]([CH2:13][N:14]3[CH:18]=[CH:17][N:16]=[N:15]3)[O:10][C:9]2=[O:19])[CH:5]=[CH:4][C:3]=1[C:20]1[CH:21]=[CH:22][C:23]([C:26](=[O:41])[CH2:27][CH:28]2[CH2:33][CH2:32][N:31](C(OC(C)(C)C)=O)[CH2:30][CH2:29]2)=[N:24][CH:25]=1.Cl. The catalyst is O1CCOCC1. The product is [F:1][C:2]1[CH:7]=[C:6]([N:8]2[CH2:12][C@H:11]([CH2:13][N:14]3[CH:18]=[CH:17][N:16]=[N:15]3)[O:10][C:9]2=[O:19])[CH:5]=[CH:4][C:3]=1[C:20]1[CH:25]=[N:24][C:23]([C:26](=[O:41])[CH2:27][CH:28]2[CH2:33][CH2:32][NH:31][CH2:30][CH2:29]2)=[CH:22][CH:21]=1. The yield is 0.730. (3) The reactants are [NH2:1][C:2]1[CH:7]=[CH:6][C:5]([CH:8]2[CH2:13][C:12](=[O:14])[N:11]([CH3:15])[C:10](=[O:16])[CH2:9]2)=[CH:4][CH:3]=1.C1C(=O)N([Br:24])C(=O)C1. The catalyst is C(Cl)Cl. The product is [NH2:1][C:2]1[CH:3]=[CH:4][C:5]([CH:8]2[CH2:9][C:10](=[O:16])[N:11]([CH3:15])[C:12](=[O:14])[CH2:13]2)=[CH:6][C:7]=1[Br:24]. The yield is 0.670. (4) The reactants are [F:1][C:2]1[CH:30]=[C:29]([N+:31]([O-:33])=[O:32])[CH:28]=[CH:27][C:3]=1[O:4][C:5]1[CH:10]=[CH:9][N:8]=[C:7]2[CH:11]=[C:12]([C:14]3[CH2:19][CH2:18][N:17](C(OC(C)(C)C)=O)[CH2:16][CH:15]=3)[S:13][C:6]=12. The catalyst is C(Cl)Cl. The product is [F:1][C:2]1[CH:30]=[C:29]([N+:31]([O-:33])=[O:32])[CH:28]=[CH:27][C:3]=1[O:4][C:5]1[CH:10]=[CH:9][N:8]=[C:7]2[CH:11]=[C:12]([C:14]3[CH2:19][CH2:18][NH:17][CH2:16][CH:15]=3)[S:13][C:6]=12. The yield is 1.00. (5) The reactants are [Br:1][C:2]1[C:12]2[CH2:11][CH2:10][NH:9][CH2:8][CH2:7][C:6]=2[CH:5]=[C:4]2[N:13]=[C:14]([C:16]([F:19])([F:18])[F:17])[O:15][C:3]=12.[OH:20][CH2:21][CH2:22][C:23](=O)[CH3:24].C(O)(=O)C.C(O[BH-](OC(=O)C)OC(=O)C)(=O)C.[Na+]. The catalyst is C1COCC1.C(Cl)Cl. The product is [Br:1][C:2]1[C:12]2[CH2:11][CH2:10][N:9]([CH:23]([CH3:24])[CH2:22][CH2:21][OH:20])[CH2:8][CH2:7][C:6]=2[CH:5]=[C:4]2[N:13]=[C:14]([C:16]([F:19])([F:17])[F:18])[O:15][C:3]=12. The yield is 0.720. (6) The reactants are [CH3:1][O:2][C:3](=[O:31])[CH:4]([C:9]1[CH:14]=[C:13]([O:15][CH2:16][C:17]2[CH:22]=[CH:21][CH:20]=[CH:19][CH:18]=2)[CH:12]=[C:11]([O:23]CC2C=CC=CC=2)[CH:10]=1)[CH2:5][C:6]([CH3:8])=[CH2:7].[OH-].[Na+]. The catalyst is CO.[Pd]. The product is [CH3:1][O:2][C:3](=[O:31])[CH:4]([C:9]1[CH:10]=[C:11]([OH:23])[CH:12]=[C:13]([O:15][CH2:16][C:17]2[CH:22]=[CH:21][CH:20]=[CH:19][CH:18]=2)[CH:14]=1)[CH2:5][C:6]([CH3:8])=[CH2:7]. The yield is 0.670.